From a dataset of Reaction yield outcomes from USPTO patents with 853,638 reactions. Predict the reaction yield, written as a fraction of the theoretical maximum amount of product (1.0 means a 100% yield; for example, 0.34 means a 34% yield). The reactants are [CH2:1]=O.[NH2:3][CH2:4][CH2:5][CH:6]1[CH2:11][CH2:10][O:9][CH2:8][CH2:7]1.[Cl:12][C:13]1[CH:14]=[C:15]([CH:30]=[CH:31][C:32]=1[Cl:33])[CH2:16][N:17]([CH3:29])[C:18](=[O:28])[CH:19]=[C:20]1[C:24](=[O:25])OC(C)(C)[O:21]1. The catalyst is CO. The product is [Cl:12][C:13]1[CH:14]=[C:15]([CH:30]=[CH:31][C:32]=1[Cl:33])[CH2:16][N:17]([CH3:29])[C:18]([C:19]1[CH2:1][N:3]([CH2:4][CH2:5][CH:6]2[CH2:11][CH2:10][O:9][CH2:8][CH2:7]2)[C:24](=[O:25])[C:20]=1[OH:21])=[O:28]. The yield is 0.770.